This data is from Catalyst prediction with 721,799 reactions and 888 catalyst types from USPTO. The task is: Predict which catalyst facilitates the given reaction. (1) Reactant: C(OC(=O)[NH:7][C:8]1[CH:13]=[CH:12][C:11]([F:14])=[C:10]([O:15][C:16]2[N:21]=[C:20]3[S:22][C:23]([NH:25][C:26](=[O:28])[CH3:27])=[N:24][C:19]3=[CH:18][CH:17]=2)[CH:9]=1)(C)(C)C. Product: [NH2:7][C:8]1[CH:13]=[CH:12][C:11]([F:14])=[C:10]([CH:9]=1)[O:15][C:16]1[N:21]=[C:20]2[S:22][C:23]([NH:25][C:26](=[O:28])[CH3:27])=[N:24][C:19]2=[CH:18][CH:17]=1. The catalyst class is: 55. (2) Reactant: [CH3:1][O:2][C:3]1[CH:4]=[C:5]([CH2:10][CH2:11][CH2:12][C:13]#N)[CH:6]=[CH:7][C:8]=1[CH3:9].[OH-:15].[Na+].[OH2:17]. Product: [CH3:1][O:2][C:3]1[CH:4]=[C:5]([CH2:10][CH2:11][CH2:12][C:13]([OH:17])=[O:15])[CH:6]=[CH:7][C:8]=1[CH3:9]. The catalyst class is: 14. (3) Reactant: [CH:1]([C:3]1[CH:7]=[CH:6][N:5]([C:8]2[CH:9]=[C:10]3[C:15](=[CH:16][C:17]=2[N+:18]([O-:20])=[O:19])[NH:14][C:13](=[O:21])[N:12]([NH:22][S:23]([CH3:26])(=[O:25])=[O:24])[C:11]3=[O:27])[CH:4]=1)=[O:2].CO. Product: [OH:2][CH2:1][C:3]1[CH:7]=[CH:6][N:5]([C:8]2[CH:9]=[C:10]3[C:15](=[CH:16][C:17]=2[N+:18]([O-:20])=[O:19])[NH:14][C:13](=[O:21])[N:12]([NH:22][S:23]([CH3:26])(=[O:25])=[O:24])[C:11]3=[O:27])[CH:4]=1. The catalyst class is: 15. (4) Reactant: C([O:8][C:9]1[CH:38]=[CH:37][C:12]2[NH:13][C:14]([C:19]3[C:20](=[O:36])[C:21]([CH3:35])([CH2:30][CH2:31][CH:32]([CH3:34])[CH3:33])[C:22]4[C:27]([C:28]=3[OH:29])=[CH:26][CH:25]=[CH:24][CH:23]=4)=[N:15][S:16](=[O:18])(=[O:17])[C:11]=2[CH:10]=1)C1C=CC=CC=1. Product: [OH:29][C:28]1[C:27]2[C:22](=[CH:23][CH:24]=[CH:25][CH:26]=2)[C:21]([CH3:35])([CH2:30][CH2:31][CH:32]([CH3:33])[CH3:34])[C:20](=[O:36])[C:19]=1[C:14]1[NH:13][C:12]2[CH:37]=[CH:38][C:9]([OH:8])=[CH:10][C:11]=2[S:16](=[O:17])(=[O:18])[N:15]=1. The catalyst class is: 312. (5) Reactant: [OH:1]O.[CH2:3]([C:5]1[CH:6]=[CH:7][C:8]([NH:11][C:12](=[O:17])[C:13]([CH3:16])([CH3:15])[CH3:14])=[N:9][CH:10]=1)[CH3:4].O. Product: [CH2:3]([C:5]1[CH:6]=[CH:7][C:8]([NH:11][C:12](=[O:17])[C:13]([CH3:16])([CH3:15])[CH3:14])=[N+:9]([O-:1])[CH:10]=1)[CH3:4]. The catalyst class is: 15. (6) Reactant: [CH3:1][N:2]1[C:7](=[O:8])[C:6]([NH:9][C:10]2[CH:15]=[CH:14][C:13]([N:16]3[CH2:21][CH2:20][N:19]([CH:22]4[CH2:25][O:24][CH2:23]4)[CH2:18][CH2:17]3)=[CH:12][N:11]=2)=[CH:5][C:4]([C:26]2[C:31]([CH:32]=[O:33])=[C:30]([N:34]3[CH2:46][CH2:45][N:37]4[C:38]5[CH2:39][CH2:40][CH2:41][CH2:42][C:43]=5[CH:44]=[C:36]4[C:35]3=[O:47])[N:29]=[CH:28][CH:27]=2)=[CH:3]1.[BH4-].[Na+]. Product: [OH:33][CH2:32][C:31]1[C:30]([N:34]2[CH2:46][CH2:45][N:37]3[C:38]4[CH2:39][CH2:40][CH2:41][CH2:42][C:43]=4[CH:44]=[C:36]3[C:35]2=[O:47])=[N:29][CH:28]=[CH:27][C:26]=1[C:4]1[CH:5]=[C:6]([NH:9][C:10]2[CH:15]=[CH:14][C:13]([N:16]3[CH2:17][CH2:18][N:19]([CH:22]4[CH2:25][O:24][CH2:23]4)[CH2:20][CH2:21]3)=[CH:12][N:11]=2)[C:7](=[O:8])[N:2]([CH3:1])[CH:3]=1. The catalyst class is: 5. (7) Reactant: [CH3:1][O:2][C:3]1[C:12](N)=[CH:11][CH:10]=[C:9]2[C:4]=1[CH:5]=[CH:6][C:7]([CH3:15])([CH3:14])[O:8]2.[BrH:16].N([O-])=O.[Na+].NC1C=CC=CC=1. Product: [Br:16][C:12]1[C:3]([O:2][CH3:1])=[C:4]2[C:9](=[CH:10][CH:11]=1)[O:8][C:7]([CH3:15])([CH3:14])[CH:6]=[CH:5]2. The catalyst class is: 6.